This data is from Full USPTO retrosynthesis dataset with 1.9M reactions from patents (1976-2016). The task is: Predict the reactants needed to synthesize the given product. (1) Given the product [CH3:23][S:19]([C:3]1[N:8]=[C:7](/[CH:9]=[C:10]2/[C:11](=[O:16])[NH:12][C:13](=[O:15])[NH:14]/2)[CH:6]=[CH:5][N:4]=1)(=[O:21])=[O:18], predict the reactants needed to synthesize it. The reactants are: CS[C:3]1[N:8]=[C:7](/[CH:9]=[C:10]2/[C:11](=[O:16])[NH:12][C:13](=[O:15])[NH:14]/2)[CH:6]=[CH:5][N:4]=1.O[O:18][S:19]([O-:21])=O.[K+].[CH2:23]1COCC1. (2) Given the product [C:13]([O:12][C:10](=[O:11])[NH:9][C@H:7]([CH3:8])[CH2:6][N:26]([CH2:27][CH2:28][CH3:29])[CH2:23][CH2:24][CH3:25])([CH3:16])([CH3:15])[CH3:14], predict the reactants needed to synthesize it. The reactants are: CS(O[CH2:6][C@H:7]([NH:9][C:10]([O:12][C:13]([CH3:16])([CH3:15])[CH3:14])=[O:11])[CH3:8])(=O)=O.C(=O)([O-])[O-].[Cs+].[Cs+].[CH2:23]([NH:26][CH2:27][CH2:28][CH3:29])[CH2:24][CH3:25]. (3) Given the product [NH2:14][C:3]1[CH:4]=[C:5]([N:8]2[CH2:13][CH2:12][O:11][CH2:10][CH2:9]2)[N:6]=[CH:7][C:2]=1[C:23]1[CH2:28][CH2:27][N:26]([C:29]([O:31][C:32]([CH3:35])([CH3:34])[CH3:33])=[O:30])[CH2:25][CH:24]=1, predict the reactants needed to synthesize it. The reactants are: I[C:2]1[C:3]([NH2:14])=[CH:4][C:5]([N:8]2[CH2:13][CH2:12][O:11][CH2:10][CH2:9]2)=[N:6][CH:7]=1.CC1(C)C(C)(C)OB([C:23]2[CH2:24][CH2:25][N:26]([C:29]([O:31][C:32]([CH3:35])([CH3:34])[CH3:33])=[O:30])[CH2:27][CH:28]=2)O1.C(=O)([O-])[O-].[Na+].[Na+].